This data is from Forward reaction prediction with 1.9M reactions from USPTO patents (1976-2016). The task is: Predict the product of the given reaction. (1) Given the reactants [Br:1][C:2]1[S:6][C:5]([NH:7][C:8](=[O:14])[O:9][C:10]([CH3:13])([CH3:12])[CH3:11])=[N:4][CH:3]=1.C([O-])([O-])=O.[Cs+].[Cs+].[Cl:21][C:22]1[CH:23]=[C:24]([CH2:29][C@H:30]2[CH2:34]OS(=O)[N:31]2[C:36]([O:38][C:39]([CH3:42])([CH3:41])[CH3:40])=[O:37])[CH:25]=[N:26][C:27]=1[F:28], predict the reaction product. The product is: [Br:1][C:2]1[S:6][C:5]([N:7]([CH2:34][C@@H:30]([NH:31][C:36]([O:38][C:39]([CH3:40])([CH3:42])[CH3:41])=[O:37])[CH2:29][C:24]2[CH:25]=[N:26][C:27]([F:28])=[C:22]([Cl:21])[CH:23]=2)[C:8](=[O:14])[O:9][C:10]([CH3:11])([CH3:13])[CH3:12])=[N:4][CH:3]=1. (2) The product is: [F:65][C:66]([F:79])([F:80])[C:67]1[CH:68]=[C:69]([CH:72]=[C:73]([C:75]([F:78])([F:76])[F:77])[CH:74]=1)[CH2:70][NH:71][C:2]1[N:7]=[CH:6][C:5]([O:8][CH2:9][CH2:10][CH2:11][C:12]([O:14][C:15]([CH3:18])([CH3:17])[CH3:16])=[O:13])=[CH:4][N:3]=1. Given the reactants Cl[C:2]1[N:7]=[CH:6][C:5]([O:8][CH2:9][CH2:10][CH2:11][C:12]([O:14][C:15]([CH3:18])([CH3:17])[CH3:16])=[O:13])=[CH:4][N:3]=1.C1(P(C2C=CC=CC=2)C2C=CC3C(=CC=CC=3)C=2C2C3C(=CC=CC=3)C=CC=2P(C2C=CC=CC=2)C2C=CC=CC=2)C=CC=CC=1.[F:65][C:66]([F:80])([F:79])[C:67]1[CH:68]=[C:69]([CH:72]=[C:73]([C:75]([F:78])([F:77])[F:76])[CH:74]=1)[CH2:70][NH2:71].CC(C)([O-])C.[Na+], predict the reaction product. (3) Given the reactants [F:1][C:2]([F:17])([F:16])[C:3]1[N:8]=[CH:7][C:6]([CH:9]2[CH2:14][NH:13][C:12](=O)[CH2:11][O:10]2)=[CH:5][CH:4]=1.[H-].[H-].[H-].[H-].[Li+].[Al+3], predict the reaction product. The product is: [F:17][C:2]([F:1])([F:16])[C:3]1[N:8]=[CH:7][C:6]([CH:9]2[O:10][CH2:11][CH2:12][NH:13][CH2:14]2)=[CH:5][CH:4]=1.